From a dataset of Full USPTO retrosynthesis dataset with 1.9M reactions from patents (1976-2016). Predict the reactants needed to synthesize the given product. (1) The reactants are: C1([As](C2C=CC=CC=2)C2C=CC=CC=2)C=CC=CC=1.C([Sn](CCCC)(CCCC)[C:25]1[CH:30]=[CH:29][CH:28]=[CH:27][N:26]=1)CCC.[CH2:39]([N:45]1[CH2:50][CH:49]2[CH:47]([C:48]2([C:52]2[CH:57]=[CH:56][CH:55]=[C:54](I)[CH:53]=2)[CH3:51])[C:46]1=[O:59])[CH2:40][CH2:41][CH2:42][CH2:43][CH3:44]. Given the product [CH2:39]([N:45]1[CH2:50][CH:49]2[CH:47]([C:48]2([CH3:51])[C:52]2[CH:57]=[CH:56][CH:55]=[C:54]([C:25]3[CH:30]=[CH:29][CH:28]=[CH:27][N:26]=3)[CH:53]=2)[C:46]1=[O:59])[CH2:40][CH2:41][CH2:42][CH2:43][CH3:44], predict the reactants needed to synthesize it. (2) Given the product [F:25][C:22]1[CH:21]=[C:20]([C:26]#[N:27])[C:19]([C:17]2[CH:18]=[C:13]([C:11]3[N:5]4[C:6]([C:7](=[O:8])[N:2]([CH3:1])[CH:3]=[N:4]4)=[N:9][CH:10]=3)[CH:14]=[CH:15][C:16]=2[F:28])=[CH:24][CH:23]=1, predict the reactants needed to synthesize it. The reactants are: [CH3:1][N:2]1[C:7](=[O:8])[C:6]2=[N:9][CH:10]=[CH:11][N:5]2[N:4]=[CH:3]1.Br[C:13]1[CH:14]=[CH:15][C:16]([F:28])=[C:17]([C:19]2[C:20]([C:26]#[N:27])=[CH:21][C:22]([F:25])=[CH:23][CH:24]=2)[CH:18]=1.C([O-])(=O)C.[K+].